This data is from Full USPTO retrosynthesis dataset with 1.9M reactions from patents (1976-2016). The task is: Predict the reactants needed to synthesize the given product. (1) Given the product [C:1]([O:16][C@H:9]([CH3:8])[C:10]1[CH:15]=[CH:14][CH:13]=[CH:12][CH:11]=1)(=[O:6])/[C:2](=[CH:4]/[CH3:5])/[CH3:3], predict the reactants needed to synthesize it. The reactants are: [C:1](Cl)(=[O:6])/[C:2](=[CH:4]/[CH3:5])/[CH3:3].[CH3:8][C@@H:9]([OH:16])[C:10]1[CH:15]=[CH:14][CH:13]=[CH:12][CH:11]=1. (2) Given the product [Cl:11][C:12]1[CH:13]=[CH:14][C:15]2[N:21]([CH2:22][C:23]([CH3:27])([CH3:26])[CH2:24][OH:25])[C:20](=[O:28])[C@@H:19]([CH2:29][C:30]([NH:45][CH2:46][CH2:47][C:48]3[O:49][CH:50]=[CH:51][C:52]=3[C:53]([O:55][CH3:56])=[O:54])=[O:32])[O:18][C@H:17]([C:33]3[CH:38]=[CH:37][CH:36]=[C:35]([O:39][CH3:40])[C:34]=3[O:41][CH3:42])[C:16]=2[CH:43]=1, predict the reactants needed to synthesize it. The reactants are: C(P(=O)(OCC)OCC)#N.[Cl:11][C:12]1[CH:13]=[CH:14][C:15]2[N:21]([CH2:22][C:23]([CH3:27])([CH3:26])[CH2:24][OH:25])[C:20](=[O:28])[C@@H:19]([CH2:29][C:30]([OH:32])=O)[O:18][C@H:17]([C:33]3[CH:38]=[CH:37][CH:36]=[C:35]([O:39][CH3:40])[C:34]=3[O:41][CH3:42])[C:16]=2[CH:43]=1.Cl.[NH2:45][CH2:46][CH2:47][C:48]1[O:49][CH:50]=[CH:51][C:52]=1[C:53]([O:55][CH3:56])=[O:54].N12CCCN=C1CCCCC2.C(N(CC)CC)C.C(=O)(O)[O-].[Na+].